Dataset: Catalyst prediction with 721,799 reactions and 888 catalyst types from USPTO. Task: Predict which catalyst facilitates the given reaction. (1) Reactant: [OH:1][C:2]1[CH:3]=[C:4]([CH2:9][C@H:10]([NH:26]C(OC(C)(C)C)=O)[C:11]([O:13][CH2:14][C@H:15]([O:17][C:18]([C:20]2[CH:25]=[CH:24][CH:23]=[CH:22][CH:21]=2)=[O:19])[CH3:16])=[O:12])[CH:5]=[CH:6][C:7]=1[OH:8].C(#N)C. Product: [NH2:26][C@@H:10]([CH2:9][C:4]1[CH:5]=[CH:6][C:7]([OH:8])=[C:2]([OH:1])[CH:3]=1)[C:11]([O:13][CH2:14][C@H:15]([O:17][C:18]([C:20]1[CH:25]=[CH:24][CH:23]=[CH:22][CH:21]=1)=[O:19])[CH3:16])=[O:12]. The catalyst class is: 6. (2) Reactant: C(=O)([O-])[O-].[Na+].[Na+].[NH2:7][C:8]1[O:9][CH2:10][C@@:11]2([N:28]=1)[C:24]1[CH:23]=[C:22]([OH:25])[CH:21]=[C:20]([F:26])[C:19]=1[O:18][C:17]1[C:12]2=[CH:13][C:14](Br)=[CH:15][CH:16]=1.[F:29][C:30]1[C:35](B(O)O)=[CH:34][CH:33]=[CH:32][N:31]=1.CN(C=O)C. Product: [NH2:7][C:8]1[O:9][CH2:10][C@@:11]2([N:28]=1)[C:24]1[CH:23]=[C:22]([OH:25])[CH:21]=[C:20]([F:26])[C:19]=1[O:18][C:17]1[C:12]2=[CH:13][C:14]([C:35]2[C:30]([F:29])=[N:31][CH:32]=[CH:33][CH:34]=2)=[CH:15][CH:16]=1. The catalyst class is: 257. (3) Reactant: [C:1]([O:5][C:6]([N:8]1[CH2:17][CH2:16][C:15]2[C:10](=[CH:11][C:12]([C:18]3[N:26]4[C:21]([C:22]([NH2:27])=[N:23][CH:24]=[N:25]4)=[CH:20][CH:19]=3)=[CH:13][CH:14]=2)[CH2:9]1)=[O:7])([CH3:4])([CH3:3])[CH3:2].[Br:28]N1C(C)(C)C(=O)N(Br)C1=O. Product: [C:1]([O:5][C:6]([N:8]1[CH2:17][CH2:16][C:15]2[C:10](=[CH:11][C:12]([C:18]3[N:26]4[C:21]([C:22]([NH2:27])=[N:23][CH:24]=[N:25]4)=[C:20]([Br:28])[CH:19]=3)=[CH:13][CH:14]=2)[CH2:9]1)=[O:7])([CH3:4])([CH3:2])[CH3:3]. The catalyst class is: 1. (4) Reactant: [CH3:1][Mg]Br.[CH3:4][O:5][CH2:6][C:7]1([C:20](N(OC)C)=[O:21])[CH2:12][CH2:11][N:10]([C:13]([O:15][C:16]([CH3:19])([CH3:18])[CH3:17])=[O:14])[CH2:9][CH2:8]1. Product: [C:20]([C:7]1([CH2:6][O:5][CH3:4])[CH2:8][CH2:9][N:10]([C:13]([O:15][C:16]([CH3:17])([CH3:18])[CH3:19])=[O:14])[CH2:11][CH2:12]1)(=[O:21])[CH3:1]. The catalyst class is: 7.